The task is: Predict the reactants needed to synthesize the given product.. This data is from Full USPTO retrosynthesis dataset with 1.9M reactions from patents (1976-2016). (1) Given the product [O:21]1[C:17]2[CH:16]=[CH:15][C:14]([C:11]3([C:9]([NH:8][C:6]4[N:7]=[C:2]([C:29]5[CH:28]=[N:27][C:26]([O:25][CH3:24])=[C:31]([CH3:32])[CH:30]=5)[C:3]([CH3:23])=[CH:4][CH:5]=4)=[O:10])[CH2:13][CH2:12]3)=[CH:22][C:18]=2[CH2:19][CH2:20]1, predict the reactants needed to synthesize it. The reactants are: Cl[C:2]1[N:7]=[C:6]([NH:8][C:9]([C:11]2([C:14]3[CH:15]=[CH:16][C:17]4[O:21][CH2:20][CH2:19][C:18]=4[CH:22]=3)[CH2:13][CH2:12]2)=[O:10])[CH:5]=[CH:4][C:3]=1[CH3:23].[CH3:24][O:25][C:26]1[C:31]([CH3:32])=[CH:30][C:29](B2OC(C)(C)C(C)(C)O2)=[CH:28][N:27]=1.C(=O)([O-])[O-].[Na+].[Na+]. (2) Given the product [CH3:1][C:2]([CH3:27])([CH3:26])[C@H:3]([NH:8][C:9]([C:11]1[N:12]=[C:13]([C:20]2[CH:21]=[CH:22][CH:23]=[CH:24][CH:25]=2)[N:14]2[CH2:19][CH2:18][N:17]([S:30]([CH2:28][CH3:29])(=[O:32])=[O:31])[CH2:16][C:15]=12)=[O:10])[C:4]([NH:6][CH3:7])=[O:5], predict the reactants needed to synthesize it. The reactants are: [CH3:1][C:2]([CH3:27])([CH3:26])[C@H:3]([NH:8][C:9]([C:11]1[N:12]=[C:13]([C:20]2[CH:25]=[CH:24][CH:23]=[CH:22][CH:21]=2)[N:14]2[CH2:19][CH2:18][NH:17][CH2:16][C:15]=12)=[O:10])[C:4]([NH:6][CH3:7])=[O:5].[CH2:28]([S:30](Cl)(=[O:32])=[O:31])[CH3:29].CCN(C(C)C)C(C)C. (3) Given the product [NH2:24][C:3]1[CH:4]=[C:5]([CH:6]=[C:7]([N:8]2[CH2:13][CH2:12][O:11][CH:10]([C:14]([N:16]3[CH2:21][CH2:20][O:19][CH2:18][CH2:17]3)=[O:15])[CH2:9]2)[C:2]=1[Cl:1])[C:22]#[N:23], predict the reactants needed to synthesize it. The reactants are: [Cl:1][C:2]1[C:7]([N:8]2[CH2:13][CH2:12][O:11][CH:10]([C:14]([N:16]3[CH2:21][CH2:20][O:19][CH2:18][CH2:17]3)=[O:15])[CH2:9]2)=[CH:6][C:5]([C:22]#[N:23])=[CH:4][C:3]=1[NH:24]C(=O)OC(C)(C)C.C(O)(C(F)(F)F)=O.